Task: Predict the product of the given reaction.. Dataset: Forward reaction prediction with 1.9M reactions from USPTO patents (1976-2016) (1) Given the reactants ON1C2C=CC=CC=2N=N1.Cl.C(N=C=NCCCN(C)C)C.[CH2:23]([O:27][C:28]1[CH:36]=[CH:35][C:31]([C:32]([OH:34])=O)=[CH:30][CH:29]=1)[C:24]#[C:25][CH3:26].Cl.[NH2:38][CH2:39][C@H:40]([N:45]1[CH2:50][CH2:49][N:48]([S:51]([CH3:54])(=[O:53])=[O:52])[CH2:47][CH2:46]1)[C:41]([O:43][CH3:44])=[O:42].C(N(CC)CC)C.C(=O)([O-])O.[Na+], predict the reaction product. The product is: [CH2:23]([O:27][C:28]1[CH:29]=[CH:30][C:31]([C:32]([NH:38][CH2:39][C@H:40]([N:45]2[CH2:50][CH2:49][N:48]([S:51]([CH3:54])(=[O:53])=[O:52])[CH2:47][CH2:46]2)[C:41]([O:43][CH3:44])=[O:42])=[O:34])=[CH:35][CH:36]=1)[C:24]#[C:25][CH3:26]. (2) Given the reactants [H-].[Na+].[CH3:3][CH2:4][CH2:5][CH2:6][CH2:7][CH2:8][CH2:9][CH2:10][CH2:11][CH2:12][CH2:13][CH2:14]Br.[CH2:16]([OH:29])[CH2:17][CH2:18][CH2:19][C:20]#[C:21][C:22]#[C:23][CH2:24][CH2:25][CH2:26][CH2:27][OH:28], predict the reaction product. The product is: [OH:29][CH2:16][CH2:17][CH2:18][CH2:19][C:20]#[C:21][C:22]#[C:23][CH2:24][CH2:25][CH2:26][CH2:27][O:28][CH2:14][CH2:13][CH2:12][CH2:11][CH2:10][CH2:9][CH2:8][CH2:7][CH2:6][CH2:5][CH2:4][CH3:3].